From a dataset of Reaction yield outcomes from USPTO patents with 853,638 reactions. Predict the reaction yield, written as a fraction of the theoretical maximum amount of product (1.0 means a 100% yield; for example, 0.34 means a 34% yield). (1) The reactants are [NH2:1][CH:2]([C:6]([CH3:9])([SH:8])[CH3:7])[C:3]([OH:5])=[O:4].FC(F)(F)C(O)=O.[CH3:17][O:18][C:19]1[CH:26]=[C:25]([O:27][CH3:28])[CH:24]=[C:23]([O:29][CH3:30])[C:20]=1[CH2:21]O. The catalyst is C(Cl)Cl. The product is [NH2:1][CH:2]([C:6]([CH3:9])([S:8][CH2:21][C:20]1[C:23]([O:29][CH3:30])=[CH:24][C:25]([O:27][CH3:28])=[CH:26][C:19]=1[O:18][CH3:17])[CH3:7])[C:3]([OH:5])=[O:4]. The yield is 0.950. (2) The reactants are C([NH:4][CH:5]([CH2:9][CH2:10][CH:11]([Br:15])[CH2:12][CH2:13][CH3:14])[C:6]([OH:8])=[O:7])(=O)C.[OH-].[Na+]. The catalyst is O. The product is [NH2:4][C@@H:5]([CH2:9][CH2:10][CH:11]([Br:15])[CH2:12][CH2:13][CH3:14])[C:6]([OH:8])=[O:7]. The yield is 0.520. (3) The reactants are [CH3:1][C:2]1([O:29][Si:30]([CH:37]([CH3:39])[CH3:38])([CH:34]([CH3:36])[CH3:35])[CH:31]([CH3:33])[CH3:32])[CH2:7][CH2:6][N:5]([C:8]2[N:12]3[CH:13]=[C:14]([O:17][C@H:18]4[C:27]5[C:22](=[CH:23][CH:24]=[CH:25][CH:26]=5)[C@@H:21]([NH2:28])[CH2:20][CH2:19]4)[CH:15]=[CH:16][C:11]3=[N:10][N:9]=2)[CH2:4][CH2:3]1.ClC(Cl)(Cl)C[O:43][C:44](=O)[NH:45][C:46]1[N:47]([C:55]2[CH:60]=[CH:59][C:58]([CH3:61])=[CH:57][CH:56]=2)[N:48]=[C:49]([C:51]([CH3:54])([CH3:53])[CH3:52])[CH:50]=1.CCN(C(C)C)C(C)C. The catalyst is CN(C=O)C.CCOC(C)=O. The product is [C:51]([C:49]1[CH:50]=[C:46]([NH:45][C:44]([NH:28][C@@H:21]2[C:22]3[C:27](=[CH:26][CH:25]=[CH:24][CH:23]=3)[C@H:18]([O:17][C:14]3[CH:15]=[CH:16][C:11]4[N:12]([C:8]([N:5]5[CH2:6][CH2:7][C:2]([CH3:1])([O:29][Si:30]([CH:34]([CH3:36])[CH3:35])([CH:31]([CH3:33])[CH3:32])[CH:37]([CH3:39])[CH3:38])[CH2:3][CH2:4]5)=[N:9][N:10]=4)[CH:13]=3)[CH2:19][CH2:20]2)=[O:43])[N:47]([C:55]2[CH:60]=[CH:59][C:58]([CH3:61])=[CH:57][CH:56]=2)[N:48]=1)([CH3:54])([CH3:52])[CH3:53]. The yield is 0.930. (4) The reactants are [C:1]([O:5][C:6]([N:8]1[CH2:13][CH2:12][CH:11]([NH:14][C:15]2[CH:20]=[CH:19][C:18]([Cl:21])=[CH:17][C:16]=2[CH:22]=[CH:23][C:24]([O:26][CH2:27][CH3:28])=[O:25])[CH2:10][CH2:9]1)=[O:7])([CH3:4])([CH3:3])[CH3:2]. The catalyst is CCOC(C)=O.O=[Pt]=O. The product is [C:1]([O:5][C:6]([N:8]1[CH2:13][CH2:12][CH:11]([NH:14][C:15]2[CH:20]=[CH:19][C:18]([Cl:21])=[CH:17][C:16]=2[CH2:22][CH2:23][C:24]([O:26][CH2:27][CH3:28])=[O:25])[CH2:10][CH2:9]1)=[O:7])([CH3:4])([CH3:3])[CH3:2]. The yield is 0.460. (5) The reactants are C([O:3][C:4](=[O:32])[CH2:5][CH:6]([N:10]1[C:18]2[C:13](=[CH:14][C:15]([CH2:19][CH2:20][CH2:21][C:22]3[CH:31]=[CH:30][C:29]4[CH2:28][CH2:27][CH2:26][NH:25][C:24]=4[N:23]=3)=[CH:16][CH:17]=2)[CH:12]=[CH:11]1)[CH2:7][CH2:8][CH3:9])C.[OH-].[Na+].Cl. The catalyst is C1COCC1.O. The product is [N:23]1[C:24]2[NH:25][CH2:26][CH2:27][CH2:28][C:29]=2[CH:30]=[CH:31][C:22]=1[CH2:21][CH2:20][CH2:19][C:15]1[CH:14]=[C:13]2[C:18](=[CH:17][CH:16]=1)[N:10]([CH:6]([CH2:7][CH2:8][CH3:9])[CH2:5][C:4]([OH:32])=[O:3])[CH:11]=[CH:12]2. The yield is 0.650. (6) The reactants are O[CH2:2][C:3]1[CH:4]=[CH:5][C:6]([C:9]#[N:10])=[N:7][CH:8]=1.S(Cl)(C)(=O)=O.C(N(CC)CC)C.S([O-])(=O)(=O)C.[N-:28]=[N+:29]=[N-:30].[Na+]. The catalyst is C(Cl)Cl.CN(C=O)C.O. The yield is 0.830. The product is [N:28]([CH2:2][C:3]1[CH:4]=[CH:5][C:6]([C:9]#[N:10])=[N:7][CH:8]=1)=[N+:29]=[N-:30].